Dataset: Reaction yield outcomes from USPTO patents with 853,638 reactions. Task: Predict the reaction yield, written as a fraction of the theoretical maximum amount of product (1.0 means a 100% yield; for example, 0.34 means a 34% yield). The yield is 0.880. The catalyst is O.C1C=CC(P(C2C=CC=CC=2)[C-]2C=CC=C2)=CC=1.C1C=CC(P(C2C=CC=CC=2)[C-]2C=CC=C2)=CC=1.Cl[Pd]Cl.[Fe+2].C(#N)C. The reactants are Cl[C:2]1[CH:7]=[CH:6][N:5]=[C:4]([N:8]2[C:20](=[O:21])[C:19]3[S:18][C:17]4[CH2:16][CH2:15][CH2:14][CH2:13][C:12]=4[C:11]=3[CH:10]=[N:9]2)[C:3]=1[CH:22]=[O:23].[CH3:24][N:25]1[CH:30]=[C:29](B2OC(C)(C)C(C)(C)O2)[CH:28]=[C:27]([NH:40][C:41]2[CH:50]=[C:44]3[CH2:45][N:46]([CH3:49])[CH2:47][CH2:48][N:43]3[N:42]=2)[C:26]1=[O:51].[O-]P([O-])([O-])=O.[K+].[K+].[K+].O.O.O.C([O-])(=O)C.[Na+]. The product is [CH3:24][N:25]1[C:26](=[O:51])[C:27]([NH:40][C:41]2[CH:50]=[C:44]3[CH2:45][N:46]([CH3:49])[CH2:47][CH2:48][N:43]3[N:42]=2)=[CH:28][C:29]([C:2]2[CH:7]=[CH:6][N:5]=[C:4]([N:8]3[C:20](=[O:21])[C:19]4[S:18][C:17]5[CH2:16][CH2:15][CH2:14][CH2:13][C:12]=5[C:11]=4[CH:10]=[N:9]3)[C:3]=2[CH:22]=[O:23])=[CH:30]1.